Dataset: Catalyst prediction with 721,799 reactions and 888 catalyst types from USPTO. Task: Predict which catalyst facilitates the given reaction. (1) Reactant: C(OCC)C.[F:6][C:7]1[CH:15]=[CH:14][C:10]([CH2:11][Mg]Cl)=[CH:9][CH:8]=1.[CH2:16]([O:18][CH:19]([O:25][CH2:26][CH3:27])[C:20](OCC)=[O:21])[CH3:17].[Cl-].[NH4+]. Product: [CH2:16]([O:18][CH:19]([O:25][CH2:26][CH3:27])[C:20](=[O:21])[CH2:11][C:10]1[CH:14]=[CH:15][C:7]([F:6])=[CH:8][CH:9]=1)[CH3:17]. The catalyst class is: 7. (2) Reactant: [F:1][C:2]1[CH:7]=[CH:6][C:5]([N:8]2[C:16]3[CH:15]=[C:14]4[CH2:17][CH2:18][C@H:19]5[C:24]([C@@:13]4([CH3:31])[CH2:12][C:11]=3[CH:10]=[N:9]2)=[CH:23][CH2:22][C@@H:21]([C:25]([F:28])([F:27])[F:26])[C@@H:20]5[CH:29]=O)=[CH:4][CH:3]=1.[F:32][C:33]1[CH:34]=[C:35]([CH:38]=[CH:39][CH:40]=1)[CH2:36][NH2:37].C(O[BH-](OC(=O)C)OC(=O)C)(=O)C.[Na+]. Product: [F:1][C:2]1[CH:7]=[CH:6][C:5]([N:8]2[C:16]3[CH:15]=[C:14]4[CH2:17][CH2:18][C@H:19]5[C:24]([C@@:13]4([CH3:31])[CH2:12][C:11]=3[CH:10]=[N:9]2)=[CH:23][CH2:22][C@@H:21]([C:25]([F:28])([F:27])[F:26])[C@@H:20]5[CH2:29][NH:37][CH2:36][C:35]2[CH:38]=[CH:39][CH:40]=[C:33]([F:32])[CH:34]=2)=[CH:4][CH:3]=1. The catalyst class is: 26.